Dataset: Forward reaction prediction with 1.9M reactions from USPTO patents (1976-2016). Task: Predict the product of the given reaction. (1) Given the reactants [Cl:1][C:2]1[CH:7]=[CH:6][C:5]([CH2:8][NH:9][C:10]([CH:12]2[CH2:14][CH2:13]2)=[O:11])=[CH:4][C:3]=1[NH:15][NH:16]C(OC(C)(C)C)=O.[Cl:24][C:25]1[CH:35]=[CH:34][C:28]([C:29]([N:31]=[C:32]=[O:33])=O)=[C:27]([F:36])[CH:26]=1.C(O)(C(F)(F)F)=O, predict the reaction product. The product is: [Cl:1][C:2]1[CH:7]=[CH:6][C:5]([CH2:8][NH:9][C:10]([CH:12]2[CH2:14][CH2:13]2)=[O:11])=[CH:4][C:3]=1[N:15]1[C:32](=[O:33])[NH:31][C:29]([C:28]2[CH:34]=[CH:35][C:25]([Cl:24])=[CH:26][C:27]=2[F:36])=[N:16]1. (2) Given the reactants [Br:1][C:2]1[C:3]([N+]([O-])=O)=[CH:4][C:5]([CH3:9])=[N+:6]([O-:8])[CH:7]=1.[H-].[Na+].Cl.[CH3:16][CH:17]([CH3:20])[CH2:18][OH:19], predict the reaction product. The product is: [Br:1][C:2]1[C:3]([O:19][CH2:18][CH:17]([CH3:20])[CH3:16])=[CH:4][C:5]([CH3:9])=[N+:6]([O-:8])[CH:7]=1. (3) Given the reactants [CH2:1]1[CH2:7][S:4](=[O:6])(=[O:5])[NH:3][CH2:2]1.[H-].[Na+].Cl[CH2:11][C:12]1[CH:13]=[CH:14][C:15]([C:18]2[S:26][C:25]3[C:20](=[N:21][CH:22]=[CH:23][C:24]=3[O:27][C:28]3[CH:33]=[CH:32][C:31]([NH:34][C:35]([NH:37][CH:38]4[CH2:40][CH2:39]4)=[O:36])=[CH:30][C:29]=3[F:41])[CH:19]=2)=[N:16][CH:17]=1.O, predict the reaction product. The product is: [CH:38]1([NH:37][C:35]([NH:34][C:31]2[CH:32]=[CH:33][C:28]([O:27][C:24]3[CH:23]=[CH:22][N:21]=[C:20]4[CH:19]=[C:18]([C:15]5[CH:14]=[CH:13][C:12]([CH2:11][N:3]6[CH2:2][CH2:1][CH2:7][S:4]6(=[O:6])=[O:5])=[CH:17][N:16]=5)[S:26][C:25]=34)=[C:29]([F:41])[CH:30]=2)=[O:36])[CH2:40][CH2:39]1. (4) Given the reactants [C:1]([C:4]1[C:5]([F:19])=[C:6]2[O:10][C:9]([CH:11]3[CH2:13][CH2:12]3)=[N:8][C:7]2=[C:14]([C:17]#[N:18])[C:15]=1[CH3:16])(=O)[CH3:2].[C:20](OCC)(=O)C, predict the reaction product. The product is: [CH:11]1([C:9]2[O:10][C:6]3[C:7](=[C:14]([C:17]#[N:18])[C:15]([CH3:16])=[C:4]([C:1]([CH3:20])=[CH2:2])[C:5]=3[F:19])[N:8]=2)[CH2:13][CH2:12]1. (5) The product is: [Br:1][C:2]1[CH:8]=[C:7]2[C:5](=[CH:4][CH:3]=1)[NH:6][C@@H:12]([CH:9]1[CH2:10][CH2:11]1)[C@H:32]([CH3:33])[C@H:31]2[NH:34][C:35](=[O:44])[O:36][CH2:37][C:38]1[CH:39]=[CH:40][CH:41]=[CH:42][CH:43]=1. Given the reactants [Br:1][C:2]1[CH:8]=[CH:7][C:5]([NH2:6])=[CH:4][CH:3]=1.[CH:9]1([CH:12]=O)[CH2:11][CH2:10]1.P(O)(OC1C=CC=CC=1)(OC1C=CC=CC=1)=O.[CH:31](/[NH:34][C:35](=[O:44])[O:36][CH2:37][C:38]1[CH:43]=[CH:42][CH:41]=[CH:40][CH:39]=1)=[CH:32]\[CH3:33], predict the reaction product. (6) The product is: [CH3:18][C:17]([S@@:15]([N:14]1[CH2:2][CH2:3][CH2:4][C@H:5]1[C:6]1[CH:11]=[CH:10][C:9]([O:12][CH3:13])=[CH:8][CH:7]=1)=[O:16])([CH3:20])[CH3:19]. Given the reactants Cl[CH2:2][CH2:3][CH2:4]/[C:5](=[N:14]\[S@:15]([C:17]([CH3:20])([CH3:19])[CH3:18])=[O:16])/[C:6]1[CH:11]=[CH:10][C:9]([O:12][CH3:13])=[CH:8][CH:7]=1.CC(C[AlH]CC(C)C)C.[Li+].C[Si]([N-][Si](C)(C)C)(C)C, predict the reaction product.